From a dataset of Catalyst prediction with 721,799 reactions and 888 catalyst types from USPTO. Predict which catalyst facilitates the given reaction. Reactant: Br[C:2]1[CH:3]=[CH:4][C:5]([CH3:11])=[C:6]([CH:10]=1)[C:7]([OH:9])=[O:8].[Cl-].[CH:13]1([CH2:19][Zn+])[CH2:18][CH2:17][CH2:16][CH2:15][CH2:14]1.C1COCC1.P(C(C)(C)C)(C(C)(C)C)C(C)(C)C.C1(C)C=CC=CC=1. Product: [CH:13]1([CH2:19][C:2]2[CH:3]=[CH:4][C:5]([CH3:11])=[C:6]([CH:10]=2)[C:7]([OH:9])=[O:8])[CH2:18][CH2:17][CH2:16][CH2:15][CH2:14]1. The catalyst class is: 37.